Dataset: Catalyst prediction with 721,799 reactions and 888 catalyst types from USPTO. Task: Predict which catalyst facilitates the given reaction. Reactant: [CH2:1]([O:3][C:4]([C:6]1[NH:7][CH:8]=[CH:9][C:10]=1[NH2:11])=[O:5])[CH3:2].[NH:12]1[CH:16]=[CH:15][N:14]=[C:13]1[CH:17]=O.[BH3-]C#N.[Na+]. Product: [NH:12]1[CH:16]=[CH:15][N:14]=[C:13]1[CH2:17][NH:11][C:10]1[CH:9]=[CH:8][NH:7][C:6]=1[C:4]([O:3][CH2:1][CH3:2])=[O:5]. The catalyst class is: 5.